Task: Regression. Given a peptide amino acid sequence and an MHC pseudo amino acid sequence, predict their binding affinity value. This is MHC class II binding data.. Dataset: Peptide-MHC class II binding affinity with 134,281 pairs from IEDB (1) The peptide sequence is TATELNNALQNLART. The MHC is DRB1_0405 with pseudo-sequence DRB1_0405. The binding affinity (normalized) is 0.334. (2) The peptide sequence is RTFVATFGAASNKAF. The MHC is DRB1_1101 with pseudo-sequence DRB1_1101. The binding affinity (normalized) is 0.539. (3) The peptide sequence is YDKFLANVSTVLTWK. The MHC is DRB1_0404 with pseudo-sequence DRB1_0404. The binding affinity (normalized) is 0.704. (4) The peptide sequence is FFHMNIYECKGVTVK. The MHC is DRB1_1001 with pseudo-sequence DRB1_1001. The binding affinity (normalized) is 0.385.